This data is from Full USPTO retrosynthesis dataset with 1.9M reactions from patents (1976-2016). The task is: Predict the reactants needed to synthesize the given product. (1) Given the product [NH2:1][C:2]1[N:10]=[CH:9][N:8]=[C:7]2[C:3]=1[N:4]=[CH:5][N:6]2[C@H:11]1[C@@H:15]2[O:16][C:17]([CH3:19])([CH3:20])[O:18][C@@H:14]2[C@@H:13]([CH2:21][N:22]([CH:32]([CH3:34])[CH3:33])[C:23](=[O:31])[CH2:24][CH2:25][CH2:26][C:27]([OH:29])=[O:28])[O:12]1, predict the reactants needed to synthesize it. The reactants are: [NH2:1][C:2]1[N:10]=[CH:9][N:8]=[C:7]2[C:3]=1[N:4]=[CH:5][N:6]2[C@H:11]1[C@@H:15]2[O:16][C:17]([CH3:20])([CH3:19])[O:18][C@@H:14]2[C@@H:13]([CH2:21][N:22]([CH:32]([CH3:34])[CH3:33])[C:23](=[O:31])[CH2:24][CH2:25][CH2:26][C:27]([O:29]C)=[O:28])[O:12]1.O[Li].O. (2) Given the product [C:25]([O:24][C:22]([N:18]1[CH2:19][CH2:20][C:21]2[C:11]([S:10][CH2:9][C:8]3[CH:7]=[CH:6][C:5]([O:4][CH2:1][CH:2]4[CH2:56][CH2:57][CH2:52][CH2:53][CH2:54]4)=[CH:31][CH:30]=3)=[C:12]([Cl:29])[CH:13]=[CH:14][C:15]=2[CH2:16][CH2:17]1)=[O:23])([CH3:28])([CH3:27])[CH3:26], predict the reactants needed to synthesize it. The reactants are: [C:1]([O:4][C:5]1[CH:31]=[CH:30][C:8]([CH2:9][S:10][C:11]2[C:21]3[CH2:20][CH2:19][N:18]([C:22]([O:24][C:25]([CH3:28])([CH3:27])[CH3:26])=[O:23])[CH2:17][CH2:16][C:15]=3[CH:14]=[CH:13][C:12]=2[Cl:29])=[CH:7][CH:6]=1)(=O)[CH3:2].C(=O)([O-])[O-].[K+].[K+].N(C(OC(C)C)=O)=NC(OC(C)C)=O.[C:52]1(P([C:52]2[CH:57]=[CH:56]C=[CH:54][CH:53]=2)[C:52]2[CH:57]=[CH:56]C=[CH:54][CH:53]=2)[CH:57]=[CH:56]C=[CH:54][CH:53]=1.C1(CO)CCCCC1. (3) Given the product [CH2:6]([O:8][C:9](=[O:16])[CH:10]([Cl:4])[C:11](=[O:15])[CH:12]([CH3:13])[CH3:14])[CH3:7], predict the reactants needed to synthesize it. The reactants are: S(Cl)([Cl:4])(=O)=O.[CH2:6]([O:8][C:9](=[O:16])[CH2:10][C:11](=[O:15])[CH:12]([CH3:14])[CH3:13])[CH3:7]. (4) Given the product [F:1][C:2]1[CH:31]=[CH:30][CH:29]=[C:28]([F:32])[C:3]=1[C:4]([N:6]1[C:7](=[O:8])[N:9]([C:10]2[CH:15]=[CH:14][C:13]([S:16][C:17]([F:26])([C:22]([F:24])([F:23])[F:25])[C:18]([F:20])([F:19])[F:21])=[CH:12][C:11]=2[F:27])[CH2:39][O:38][CH2:36]1)=[O:5], predict the reactants needed to synthesize it. The reactants are: [F:1][C:2]1[CH:31]=[CH:30][CH:29]=[C:28]([F:32])[C:3]=1[C:4]([NH:6][C:7]([NH:9][C:10]1[CH:15]=[CH:14][C:13]([S:16][C:17]([F:26])([C:22]([F:25])([F:24])[F:23])[C:18]([F:21])([F:20])[F:19])=[CH:12][C:11]=1[F:27])=[O:8])=[O:5].[OH-].[Na+].Cl[CH:36]([O:38][CH:39](Cl)Cl)Cl.[Cl-].[NH4+]. (5) Given the product [CH:6]([C:5]1[CH:8]=[CH:9][C:2]([CH:1]2[O:13][CH2:12][CH2:11][O:10]2)=[CH:3][CH:4]=1)=[O:7], predict the reactants needed to synthesize it. The reactants are: [CH:1](=[O:10])[C:2]1[CH:9]=[CH:8][C:5]([CH:6]=[O:7])=[CH:4][CH:3]=1.[CH2:11](O)[CH2:12][OH:13].C1(C)C=CC(S(O)(=O)=O)=CC=1.C(=O)(O)[O-].[Na+]. (6) Given the product [C:28]([O:32][C:33]([N:35]1[CH2:40][CH2:39][CH:38]([N:22]2[C:21]3[CH:26]=[CH:27][C:18]([C:10]4[C:11]5[C:16](=[CH:15][C:14]([F:17])=[CH:13][CH:12]=5)[N:8]([C:6]([O:5][C:1]([CH3:4])([CH3:2])[CH3:3])=[O:7])[CH:9]=4)=[CH:19][C:20]=3[O:24][C:23]2=[O:25])[CH2:37][CH2:36]1)=[O:34])([CH3:31])([CH3:29])[CH3:30], predict the reactants needed to synthesize it. The reactants are: [C:1]([O:5][C:6]([N:8]1[C:16]2[C:11](=[CH:12][CH:13]=[C:14]([F:17])[CH:15]=2)[C:10]([C:18]2[CH:27]=[CH:26][C:21]3[NH:22][C:23](=[O:25])[O:24][C:20]=3[CH:19]=2)=[CH:9]1)=[O:7])([CH3:4])([CH3:3])[CH3:2].[C:28]([O:32][C:33]([N:35]1[CH2:40][CH2:39][CH:38](O)[CH2:37][CH2:36]1)=[O:34])([CH3:31])([CH3:30])[CH3:29].C1C=CC(P(C2C=CC=CC=2)C2C=CC=CC=2)=CC=1.CC(OC(/N=N/C(OC(C)C)=O)=O)C. (7) Given the product [CH3:17][O:18][C:19](=[O:28])[C@@H:20]([N:27]1[CH2:14][C:5]2[C:4](=[CH:9][CH:8]=[CH:7][C:6]=2[C:10]([F:11])([F:12])[F:13])[C:3]1=[O:16])[CH2:21][CH:22]1[CH2:26][CH2:25][CH2:24][CH2:23]1, predict the reactants needed to synthesize it. The reactants are: CO[C:3](=[O:16])[C:4]1[CH:9]=[CH:8][CH:7]=[C:6]([C:10]([F:13])([F:12])[F:11])[C:5]=1[CH2:14]Br.[CH3:17][O:18][C:19](=[O:28])[C@@H:20]([NH2:27])[CH2:21][CH:22]1[CH2:26][CH2:25][CH2:24][CH2:23]1.C(N(CC)CC)C.C(#N)C. (8) The reactants are: [N:1]1[C:10]2[C:5](=[CH:6][C:7]([CH:11](O)[CH3:12])=[CH:8][CH:9]=2)[CH:4]=[CH:3][CH:2]=1.P(Br)(Br)[Br:15].C([O-])(O)=O.[Na+]. Given the product [Br:15][CH:11]([C:7]1[CH:6]=[C:5]2[C:10](=[CH:9][CH:8]=1)[N:1]=[CH:2][CH:3]=[CH:4]2)[CH3:12], predict the reactants needed to synthesize it. (9) The reactants are: [CH3:1][O:2][C:3](=[O:29])/[CH:4]=[CH:5]/[C:6]1[CH:7]=[C:8]2[C:25](=[CH:26][CH:27]=1)[O:24][C:11]1([CH2:16][CH2:15][N:14]([C:17](OC(C)(C)C)=O)[CH2:13][CH2:12]1)[CH2:10][C:9]2=[O:28].BrC[CH2:32][C:33]1[CH:38]=[CH:37][C:36]([Cl:39])=[CH:35][CH:34]=1. Given the product [CH3:1][O:2][C:3](=[O:29])/[CH:4]=[CH:5]/[C:6]1[CH:7]=[C:8]2[C:25](=[CH:26][CH:27]=1)[O:24][C:11]1([CH2:12][CH2:13][N:14]([CH2:17][CH2:32][C:33]3[CH:38]=[CH:37][C:36]([Cl:39])=[CH:35][CH:34]=3)[CH2:15][CH2:16]1)[CH2:10][C:9]2=[O:28], predict the reactants needed to synthesize it.